The task is: Predict the reactants needed to synthesize the given product.. This data is from Full USPTO retrosynthesis dataset with 1.9M reactions from patents (1976-2016). Given the product [Br:1][C:2]1[CH:3]=[C:4]([CH:7]=[CH:8][C:9]=1[O:10][CH2:11][CH2:12][CH3:13])[C:5]([OH:14])=[O:6], predict the reactants needed to synthesize it. The reactants are: [Br:1][C:2]1[CH:3]=[C:4]([CH:7]=[CH:8][C:9]=1[O:10][CH2:11][CH2:12][CH3:13])[CH:5]=[O:6].[O-:14][Mn](=O)(=O)=O.[K+].